This data is from NCI-60 drug combinations with 297,098 pairs across 59 cell lines. The task is: Regression. Given two drug SMILES strings and cell line genomic features, predict the synergy score measuring deviation from expected non-interaction effect. (1) Drug 1: CCC1=CC2CC(C3=C(CN(C2)C1)C4=CC=CC=C4N3)(C5=C(C=C6C(=C5)C78CCN9C7C(C=CC9)(C(C(C8N6C)(C(=O)OC)O)OC(=O)C)CC)OC)C(=O)OC.C(C(C(=O)O)O)(C(=O)O)O. Drug 2: C1=C(C(=O)NC(=O)N1)F. Cell line: LOX IMVI. Synergy scores: CSS=57.8, Synergy_ZIP=-1.75, Synergy_Bliss=-3.10, Synergy_Loewe=0.959, Synergy_HSA=3.63. (2) Drug 1: C1=CC(=CC=C1CCCC(=O)O)N(CCCl)CCCl. Drug 2: CCC1(C2=C(COC1=O)C(=O)N3CC4=CC5=C(C=CC(=C5CN(C)C)O)N=C4C3=C2)O.Cl. Cell line: BT-549. Synergy scores: CSS=26.3, Synergy_ZIP=-12.9, Synergy_Bliss=-1.85, Synergy_Loewe=-2.41, Synergy_HSA=1.54. (3) Drug 1: CC=C1C(=O)NC(C(=O)OC2CC(=O)NC(C(=O)NC(CSSCCC=C2)C(=O)N1)C(C)C)C(C)C. Drug 2: CC1CCC2CC(C(=CC=CC=CC(CC(C(=O)C(C(C(=CC(C(=O)CC(OC(=O)C3CCCCN3C(=O)C(=O)C1(O2)O)C(C)CC4CCC(C(C4)OC)OCCO)C)C)O)OC)C)C)C)OC. Cell line: SF-539. Synergy scores: CSS=54.8, Synergy_ZIP=-3.58, Synergy_Bliss=-8.21, Synergy_Loewe=-48.4, Synergy_HSA=-8.75. (4) Drug 1: CN1CCC(CC1)COC2=C(C=C3C(=C2)N=CN=C3NC4=C(C=C(C=C4)Br)F)OC. Drug 2: C1=CC(=CC=C1CCC2=CNC3=C2C(=O)NC(=N3)N)C(=O)NC(CCC(=O)O)C(=O)O. Cell line: LOX IMVI. Synergy scores: CSS=46.5, Synergy_ZIP=1.54, Synergy_Bliss=-0.777, Synergy_Loewe=-0.261, Synergy_HSA=0.0938. (5) Drug 1: COCCOC1=C(C=C2C(=C1)C(=NC=N2)NC3=CC=CC(=C3)C#C)OCCOC.Cl. Drug 2: N.N.Cl[Pt+2]Cl. Cell line: HT29. Synergy scores: CSS=19.7, Synergy_ZIP=0.495, Synergy_Bliss=4.56, Synergy_Loewe=-5.05, Synergy_HSA=0.711.